Predict which catalyst facilitates the given reaction. From a dataset of Catalyst prediction with 721,799 reactions and 888 catalyst types from USPTO. (1) Reactant: C([O:3][C:4](=[O:11])[CH2:5][C:6]1[N:7]=[N:8][NH:9][N:10]=1)C.[C:12](Cl)([C:25]1[CH:30]=[CH:29][CH:28]=[CH:27][CH:26]=1)([C:19]1[CH:24]=[CH:23][CH:22]=[CH:21][CH:20]=1)[C:13]1[CH:18]=[CH:17][CH:16]=[CH:15][CH:14]=1.O.[OH-].[K+]. Product: [C:12]([N:8]1[N:9]=[N:10][C:6]([CH2:5][C:4]([OH:3])=[O:11])=[N:7]1)([C:13]1[CH:18]=[CH:17][CH:16]=[CH:15][CH:14]=1)([C:25]1[CH:26]=[CH:27][CH:28]=[CH:29][CH:30]=1)[C:19]1[CH:20]=[CH:21][CH:22]=[CH:23][CH:24]=1. The catalyst class is: 219. (2) Reactant: [NH2:1][C:2](=[NH:32])[C:3]1[CH:31]=[CH:30][C:6]([O:7][CH2:8][CH2:9][CH2:10][N:11]2[CH2:16][CH2:15][N:14]([CH2:17][CH2:18][CH2:19][O:20][C:21]3[CH:29]=[CH:28][C:24]([C:25]([NH2:27])=[NH:26])=[CH:23][CH:22]=3)[CH2:13][CH2:12]2)=[CH:5][CH:4]=1.C(O)C.[ClH:36].O. Product: [ClH:36].[NH2:27][C:25](=[NH:26])[C:24]1[CH:28]=[CH:29][C:21]([O:20][CH2:19][CH2:18][CH2:17][N:14]2[CH2:15][CH2:16][N:11]([CH2:10][CH2:9][CH2:8][O:7][C:6]3[CH:5]=[CH:4][C:3]([C:2]([NH2:32])=[NH:1])=[CH:31][CH:30]=3)[CH2:12][CH2:13]2)=[CH:22][CH:23]=1. The catalyst class is: 8. (3) Reactant: [C:1]([O:5][C:6]([N:8]1[CH2:13][CH2:12][CH:11]([C:14]2[C:19]([CH3:20])=[CH:18][C:17]([NH2:21])=[CH:16][N:15]=2)[CH2:10][CH2:9]1)=[O:7])([CH3:4])([CH3:3])[CH3:2].[CH3:22][C:23]1[N:27]([C:28]2[CH:33]=[CH:32][C:31]([C:34]([F:37])([F:36])[F:35])=[CH:30][N:29]=2)[N:26]=[CH:25][C:24]=1[C:38](Cl)=[O:39].C(N(CC)CC)C.O. Product: [C:1]([O:5][C:6]([N:8]1[CH2:9][CH2:10][CH:11]([C:14]2[N:15]=[CH:16][C:17]([NH:21][C:38]([C:24]3[CH:25]=[N:26][N:27]([C:28]4[CH:33]=[CH:32][C:31]([C:34]([F:36])([F:37])[F:35])=[CH:30][N:29]=4)[C:23]=3[CH3:22])=[O:39])=[CH:18][C:19]=2[CH3:20])[CH2:12][CH2:13]1)=[O:7])([CH3:4])([CH3:3])[CH3:2]. The catalyst class is: 17. (4) Reactant: C(N(CC)CC)C.[F:8][C:9]1[C:14]([F:15])=[CH:13][CH:12]=[CH:11][C:10]=1[C@H:16]1[CH2:22][NH:21][C:20](=[N:23][NH2:24])[C@H:19]([NH:25][C:26]([N:28]2[CH2:33][CH2:32][CH:31]([N:34]3[C:42]4[C:37](=[N:38][CH:39]=[CH:40][CH:41]=4)[NH:36][C:35]3=[O:43])[CH2:30][CH2:29]2)=[O:27])[CH2:18][CH2:17]1.[CH:44]1([C:47](Cl)=O)[CH2:46][CH2:45]1. Product: [CH:44]1([C:47]2[N:21]3[CH2:22][C@H:16]([C:10]4[CH:11]=[CH:12][CH:13]=[C:14]([F:15])[C:9]=4[F:8])[CH2:17][CH2:18][C@@H:19]([NH:25][C:26]([N:28]4[CH2:29][CH2:30][CH:31]([N:34]5[C:42]6[C:37](=[N:38][CH:39]=[CH:40][CH:41]=6)[NH:36][C:35]5=[O:43])[CH2:32][CH2:33]4)=[O:27])[C:20]3=[N:23][N:24]=2)[CH2:46][CH2:45]1. The catalyst class is: 4.